This data is from Full USPTO retrosynthesis dataset with 1.9M reactions from patents (1976-2016). The task is: Predict the reactants needed to synthesize the given product. Given the product [CH3:2][O:3][C:4]([C@H:6]1[NH:22][C:21](=[O:23])[C@H:20]([CH:24]([CH3:26])[CH3:25])[NH:19][C:18](=[O:27])[C@@H:17]([NH:28][S:32]([CH3:31])(=[O:34])=[O:33])[CH2:16][C:15]2=[CH:29][CH:30]=[C:12]([CH:13]=[CH:14]2)[O:11][CH2:10][CH2:9][CH2:8][CH2:7]1)=[O:5], predict the reactants needed to synthesize it. The reactants are: Cl.[CH3:2][O:3][C:4]([C@H:6]1[NH:22][C:21](=[O:23])[C@H:20]([CH:24]([CH3:26])[CH3:25])[NH:19][C:18](=[O:27])[C@@H:17]([NH2:28])[CH2:16][C:15]2=[CH:29][CH:30]=[C:12]([CH:13]=[CH:14]2)[O:11][CH2:10][CH2:9][CH2:8][CH2:7]1)=[O:5].[CH3:31][S:32](Cl)(=[O:34])=[O:33].CCN(C(C)C)C(C)C.CCOC(C)=O.